From a dataset of Reaction yield outcomes from USPTO patents with 853,638 reactions. Predict the reaction yield, written as a fraction of the theoretical maximum amount of product (1.0 means a 100% yield; for example, 0.34 means a 34% yield). (1) The reactants are C([O:8][C:9]([C:11]1[C:12]([C:18]([F:21])([F:20])[F:19])=[N:13][C:14](Cl)=[N:15][CH:16]=1)=[O:10])C1C=CC=CC=1.C1CCCCC=1. The catalyst is C(O)C.[Pd]. The product is [F:21][C:18]([F:19])([F:20])[C:12]1[C:11]([C:9]([OH:10])=[O:8])=[CH:16][N:15]=[CH:14][N:13]=1. The yield is 1.00. (2) The reactants are [NH2:1][C:2]1[C:7]([CH3:9])([CH3:8])[S:6](=[O:11])(=[O:10])[CH2:5][C@:4]([C:13]2[C:14]([F:20])=[N:15][CH:16]=[C:17]([Br:19])[CH:18]=2)([CH3:12])[N:3]=1.C([O-])(O)=O.[Na+].[C:26]([O:30][C:31](O[C:31]([O:30][C:26]([CH3:29])([CH3:28])[CH3:27])=[O:32])=[O:32])([CH3:29])([CH3:28])[CH3:27]. The catalyst is O1CCOCC1.CCOC(C)=O.O. The product is [Br:19][C:17]1[CH:18]=[C:13]([C@:4]2([CH3:12])[CH2:5][S:6](=[O:10])(=[O:11])[C:7]([CH3:8])([CH3:9])[C:2]([NH:1][C:31](=[O:32])[O:30][C:26]([CH3:29])([CH3:28])[CH3:27])=[N:3]2)[C:14]([F:20])=[N:15][CH:16]=1. The yield is 0.990. (3) The reactants are [CH3:1][N:2]([CH3:33])[CH2:3][C@@H:4]([CH3:32])[O:5][C:6]1[CH:15]=[CH:14][CH:13]=[C:12]2[C:7]=1[C:8]([NH:16][C:17]1[CH:22]=[CH:21][C:20]([O:23][CH2:24][C:25]3[CH:30]=[CH:29][CH:28]=C[N:26]=3)=[C:19]([CH3:31])[CH:18]=1)=[N:9][CH:10]=[N:11]2.ClCC1C=C(C)[O:38]N=1. No catalyst specified. The product is [CH3:1][N:2]([CH3:33])[CH2:3][C@@H:4]([CH3:32])[O:5][C:6]1[CH:15]=[CH:14][CH:13]=[C:12]2[C:7]=1[C:8]([NH:16][C:17]1[CH:22]=[CH:21][C:20]([O:23][CH2:24][C:25]3[CH:30]=[C:29]([CH3:28])[O:38][N:26]=3)=[C:19]([CH3:31])[CH:18]=1)=[N:9][CH:10]=[N:11]2. The yield is 0.620. (4) The reactants are Br[C:2]1[CH:3]=[CH:4][C:5]2[O:14][CH2:13][CH2:12][C:11]3[S:10][C:9]([C:15]4[N:16]([CH:20]([CH3:22])[CH3:21])[N:17]=[CH:18][N:19]=4)=[N:8][C:7]=3[C:6]=2[CH:23]=1.[CH3:24][S:25]([C:28]1[CH:29]=[C:30](B(O)O)[CH:31]=[N:32][CH:33]=1)(=[O:27])=[O:26]. No catalyst specified. The product is [CH:20]([N:16]1[C:15]([C:9]2[S:10][C:11]3[CH2:12][CH2:13][O:14][C:5]4[CH:4]=[CH:3][C:2]([C:30]5[CH:31]=[N:32][CH:33]=[C:28]([S:25]([CH3:24])(=[O:27])=[O:26])[CH:29]=5)=[CH:23][C:6]=4[C:7]=3[N:8]=2)=[N:19][CH:18]=[N:17]1)([CH3:22])[CH3:21]. The yield is 0.300. (5) The reactants are Cl.Cl.[NH2:3][CH2:4][C@@:5]1([OH:13])[CH:10]2[CH2:11][CH2:12][N:7]([CH2:8][CH2:9]2)[CH2:6]1.[N:14]1([C:19]2[N:24]=[CH:23][N:22]=[C:21]([N:25]=[C:26](SC)SC)[CH:20]=2)[CH:18]=[CH:17][N:16]=[CH:15]1.C(=O)([O-])[O-].[Cs+].[Cs+]. The yield is 0.830. The catalyst is CN(C=O)C. The product is [N:14]1([C:19]2[N:24]=[CH:23][N:22]=[C:21]([NH:25][C:26]3[O:13][C@:5]4([CH2:4][N:3]=3)[CH:10]3[CH2:9][CH2:8][N:7]([CH2:12][CH2:11]3)[CH2:6]4)[CH:20]=2)[CH:18]=[CH:17][N:16]=[CH:15]1. (6) The reactants are [CH:1]#[C:2][CH2:3][NH:4][C@H:5]1[C:9]2[CH:10]=[CH:11][CH:12]=[CH:13][C:8]=2[CH2:7][CH2:6]1.[CH3:14][S:15]([OH:18])(=[O:17])=[O:16]. The catalyst is C(#N)C. The product is [CH3:14][S:15]([OH:18])(=[O:17])=[O:16].[CH:1]#[C:2][CH2:3][NH:4][C@H:5]1[C:9]2[CH:10]=[CH:11][CH:12]=[CH:13][C:8]=2[CH2:7][CH2:6]1. The yield is 0.862.